This data is from Peptide-MHC class II binding affinity with 134,281 pairs from IEDB. The task is: Regression. Given a peptide amino acid sequence and an MHC pseudo amino acid sequence, predict their binding affinity value. This is MHC class II binding data. The peptide sequence is AEHQAIIRDVLTASD. The binding affinity (normalized) is 0. The MHC is DRB1_0401 with pseudo-sequence DRB1_0401.